From a dataset of Full USPTO retrosynthesis dataset with 1.9M reactions from patents (1976-2016). Predict the reactants needed to synthesize the given product. (1) The reactants are: [N:1]1([CH:7]=[CH:8][C:9]([O:11][CH3:12])=[O:10])[CH2:6][CH2:5][O:4][CH2:3][CH2:2]1.C(N(CC)CC)C.[F:20][CH:21]([F:25])[C:22](F)=[O:23]. Given the product [F:20][CH:21]([F:25])[C:22](=[O:23])[C:8](=[CH:7][N:1]1[CH2:6][CH2:5][O:4][CH2:3][CH2:2]1)[C:9]([O:11][CH3:12])=[O:10], predict the reactants needed to synthesize it. (2) Given the product [Cl:1][C:2]1[CH:7]=[CH:6][C:5]([C@@:8]2([CH3:38])[C@:12]([C:14]3[CH:15]=[CH:16][C:17]([Cl:20])=[CH:18][CH:19]=3)([CH3:13])[N:11]([C:21]([N:44]3[CH2:45][CH2:46][N:41]([CH2:47][C:48]([NH2:50])=[O:49])[CH2:42][CH2:43]3)=[O:22])[C:10]([C:24]3[CH:29]=[CH:28][C:27]([C:30]([C:33]#[N:34])([CH3:32])[CH3:31])=[CH:26][C:25]=3[O:35][CH2:36][CH3:37])=[N:9]2)=[CH:4][CH:3]=1, predict the reactants needed to synthesize it. The reactants are: [Cl:1][C:2]1[CH:7]=[CH:6][C:5]([C:8]2([CH3:38])[C:12]([C:14]3[CH:19]=[CH:18][C:17]([Cl:20])=[CH:16][CH:15]=3)([CH3:13])[N:11]([C:21](Cl)=[O:22])[C:10]([C:24]3[CH:29]=[CH:28][C:27]([C:30]([C:33]#[N:34])([CH3:32])[CH3:31])=[CH:26][C:25]=3[O:35][CH2:36][CH3:37])=[N:9]2)=[CH:4][CH:3]=1.Cl.Cl.[N:41]1([CH2:47][C:48]([NH2:50])=[O:49])[CH2:46][CH2:45][NH:44][CH2:43][CH2:42]1. (3) Given the product [CH2:1]([O:3][C:4]([C:6]1([C:12]2[CH:13]=[CH:14][CH:15]=[CH:16][CH:17]=2)[CH2:7][CH2:8][N:9]([CH2:20][CH2:21][CH2:22][NH2:23])[CH2:10][CH2:11]1)=[O:5])[CH3:2], predict the reactants needed to synthesize it. The reactants are: [CH2:1]([O:3][C:4]([C:6]1([C:12]2[CH:17]=[CH:16][CH:15]=[CH:14][CH:13]=2)[CH2:11][CH2:10][NH:9][CH2:8][CH2:7]1)=[O:5])[CH3:2].Br.Br[CH2:20][CH2:21][CH2:22][NH2:23].C(=O)([O-])[O-].[K+].[K+]. (4) The reactants are: [F:1][C:2]1[CH:10]=[CH:9][C:8]([F:11])=[C:7]2[C:3]=1[CH2:4][C:5]([NH:15][C:16](=[O:28])[C:17]1[CH:22]=[CH:21][CH:20]=[C:19]([CH3:23])[C:18]=1[CH:24]=[C:25]([CH3:27])[CH3:26])([C:12]([OH:14])=[O:13])[CH2:6]2. Given the product [F:1][C:2]1[CH:10]=[CH:9][C:8]([F:11])=[C:7]2[C:3]=1[CH2:4][C:5]([NH:15][C:16](=[O:28])[C:17]1[CH:22]=[CH:21][CH:20]=[C:19]([CH3:23])[C:18]=1[CH2:24][CH:25]([CH3:26])[CH3:27])([C:12]([OH:14])=[O:13])[CH2:6]2, predict the reactants needed to synthesize it. (5) Given the product [NH2:27][CH2:26][C:20]1([C:17]2[CH:18]=[CH:19][C:14]([O:13][CH2:12][CH2:11][CH2:10][N:9]([CH2:7][CH3:8])[CH3:28])=[CH:15][CH:16]=2)[CH2:25][CH2:24][O:23][CH2:22][CH2:21]1, predict the reactants needed to synthesize it. The reactants are: [H-].[Al+3].[Li+].[H-].[H-].[H-].[CH2:7]([N:9]([CH3:28])[CH2:10][CH2:11][CH2:12][O:13][C:14]1[CH:19]=[CH:18][C:17]([C:20]2([C:26]#[N:27])[CH2:25][CH2:24][O:23][CH2:22][CH2:21]2)=[CH:16][CH:15]=1)[CH3:8].